Dataset: Aqueous solubility values for 9,982 compounds from the AqSolDB database. Task: Regression/Classification. Given a drug SMILES string, predict its absorption, distribution, metabolism, or excretion properties. Task type varies by dataset: regression for continuous measurements (e.g., permeability, clearance, half-life) or binary classification for categorical outcomes (e.g., BBB penetration, CYP inhibition). For this dataset (solubility_aqsoldb), we predict Y. (1) The compound is OC(=S)c1cccnc1. The Y is -1.38 log mol/L. (2) The drug is C[C@]12C=CC(=O)C=C1CC[C@@H]1[C@@H]2CC[C@]2(C)[C@@H](O)CC[C@@H]12. The Y is -3.70 log mol/L. (3) The drug is CC(=O)[CH-]C(C)=O.CC(=O)[CH-]C(C)=O.[Pd+2]. The Y is -7.44 log mol/L. (4) The compound is C1CCC([Sn](C2CCCCC2)C2CCCCC2)CC1.O. The Y is -5.59 log mol/L. (5) The drug is CCC(CC)(C(=O)NC(N)=O)C(=O)OCOC. The Y is -2.17 log mol/L. (6) The molecule is COc1cc(OC)c(NC(=O)c2cc3ccccc3cc2O)cc1Cl. The Y is -5.38 log mol/L. (7) The compound is CCC(=O)c1ccc(O)cc1. The Y is -2.64 log mol/L.